This data is from Peptide-MHC class I binding affinity with 185,985 pairs from IEDB/IMGT. The task is: Regression. Given a peptide amino acid sequence and an MHC pseudo amino acid sequence, predict their binding affinity value. This is MHC class I binding data. (1) The peptide sequence is LTPILCYI. The MHC is Mamu-A01 with pseudo-sequence Mamu-A01. The binding affinity (normalized) is 0.828. (2) The peptide sequence is ALAAAAAAK. The MHC is HLA-A11:01 with pseudo-sequence HLA-A11:01. The binding affinity (normalized) is 0.677. (3) The peptide sequence is SSNKNKNTM. The MHC is H-2-Kb with pseudo-sequence H-2-Kb. The binding affinity (normalized) is 0.00638. (4) The peptide sequence is LDFVRFMGV. The MHC is HLA-B08:01 with pseudo-sequence HLA-B08:01. The binding affinity (normalized) is 0.199. (5) The peptide sequence is KLRQGNTLV. The binding affinity (normalized) is 0.0847. The MHC is HLA-B15:01 with pseudo-sequence HLA-B15:01. (6) The peptide sequence is RFVKFNDYR. The MHC is HLA-A68:01 with pseudo-sequence HLA-A68:01. The binding affinity (normalized) is 0.663. (7) The peptide sequence is KVYINHPFMY. The MHC is Mamu-B17 with pseudo-sequence Mamu-B17. The binding affinity (normalized) is 0. (8) The peptide sequence is GLLSSKFKA. The MHC is HLA-B15:01 with pseudo-sequence HLA-B15:01. The binding affinity (normalized) is 0.213.